Task: Predict the reaction yield, written as a fraction of the theoretical maximum amount of product (1.0 means a 100% yield; for example, 0.34 means a 34% yield).. Dataset: Reaction yield outcomes from USPTO patents with 853,638 reactions (1) The reactants are [CH3:1][N:2]1[C:10]2[N:9]=[C:8]([Br:11])[N:7]([CH2:12][C:13]#[C:14][CH3:15])[C:6]=2[C:5](=[O:16])[NH:4][C:3]1=[O:17].Br[CH2:19][C:20]1[S:21][C:22]2[CH:28]=[CH:27][C:26]([Cl:29])=[CH:25][C:23]=2[N:24]=1.C(=O)([O-])[O-].[K+].[K+].O. The catalyst is CN(C)C=O. The product is [Cl:29][C:26]1[CH:27]=[CH:28][C:22]2[S:21][C:20]([CH2:19][N:4]3[C:5](=[O:16])[C:6]4[N:7]([CH2:12][C:13]#[C:14][CH3:15])[C:8]([Br:11])=[N:9][C:10]=4[N:2]([CH3:1])[C:3]3=[O:17])=[N:24][C:23]=2[CH:25]=1. The yield is 0.960. (2) The reactants are [OH:1][CH2:2][CH2:3][N:4]1[CH2:8][CH2:7][CH2:6][CH2:5]1.[OH-].[K+].F[C:12]1[CH:17]=[CH:16][C:15]([N+:18]([O-:20])=[O:19])=[C:14]([O:21][CH3:22])[CH:13]=1.Cl. The catalyst is CCCCCCCC[N+](CCCCCCCC)(CCCCCCCC)C.[Cl-]. The product is [CH3:22][O:21][C:14]1[CH:13]=[C:12]([CH:17]=[CH:16][C:15]=1[N+:18]([O-:20])=[O:19])[O:1][CH2:2][CH2:3][N:4]1[CH2:8][CH2:7][CH2:6][CH2:5]1. The yield is 0.760. (3) The reactants are [F:1][C:2]1[CH:7]=[CH:6][C:5]([C:8]2[C:17]([N:18]([CH3:25])[CH:19]3[CH2:24][CH2:23][NH:22][CH2:21][CH2:20]3)=[N:16][C:15]3[C:10](=[CH:11][CH:12]=[C:13]([C:26]([O:28][CH3:29])=[O:27])[CH:14]=3)[N:9]=2)=[CH:4][CH:3]=1.C(=O)([O-])[O-].[K+].[K+].[CH3:36][CH2:37]I. The catalyst is CN(C)C=O.O. The product is [CH2:36]([N:22]1[CH2:23][CH2:24][CH:19]([N:18]([CH3:25])[C:17]2[NH:16][C:15]3[C:10](=[CH:11][CH:12]=[C:13]([C:26]([O:28][CH3:29])=[O:27])[CH:14]=3)[NH:9][C:8]=2[C:5]2[CH:6]=[CH:7][C:2]([F:1])=[CH:3][CH:4]=2)[CH2:20][CH2:21]1)[CH3:37]. The yield is 0.460. (4) The yield is 0.840. The reactants are C([O-])([O-])=O.[K+].[K+].[CH3:7][NH:8][NH2:9].[F:10][C:11]1[CH:16]=[C:15]([F:17])[CH:14]=[C:13](F)[C:12]=1[C:19](=O)[CH3:20]. The catalyst is CCOC(C)=O.[Cu]=O. The product is [F:10][C:11]1[CH:16]=[C:15]([F:17])[CH:14]=[C:13]2[C:12]=1[C:19]([CH3:20])=[N:9][N:8]2[CH3:7]. (5) The reactants are [C:1]([NH:9][NH2:10])(=[O:8])[C:2]1[CH:7]=[CH:6][CH:5]=[CH:4][CH:3]=1.CN1CCCC1=O.[C:18](Cl)(=[O:25])[C:19]1[CH:24]=[CH:23][CH:22]=[CH:21][CH:20]=1. The catalyst is O. The product is [C:1]([NH:9][NH:10][C:18](=[O:25])[C:19]1[CH:24]=[CH:23][CH:22]=[CH:21][CH:20]=1)(=[O:8])[C:2]1[CH:7]=[CH:6][CH:5]=[CH:4][CH:3]=1. The yield is 0.650. (6) The reactants are [CH2:1]([N:12]([CH3:59])[C:13](=[O:58])[O:14][CH2:15][C:16]1[CH:21]=[CH:20][C:19]([NH:22][C:23](=[O:57])[C@@H:24]([NH:32][C:33](=[O:56])[C@@H:34]([NH:38][C:39]([O:41][CH2:42][CH:43]2[C:55]3[CH:54]=[CH:53][CH:52]=[CH:51][C:50]=3[C:49]3[C:44]2=[CH:45][CH:46]=[CH:47][CH:48]=3)=[O:40])[CH:35]([CH3:37])[CH3:36])[CH2:25][CH2:26][CH2:27][NH:28][C:29]([NH2:31])=[O:30])=[CH:18][CH:17]=1)[CH2:2][N:3](C)[C:4](=O)OC(C)(C)C.C(O)(C(F)(F)F)=O. The catalyst is C(Cl)Cl. The product is [CH3:59][N:12]([CH2:1][CH2:2][NH:3][CH3:4])[C:13](=[O:58])[O:14][CH2:15][C:16]1[CH:17]=[CH:18][C:19]([NH:22][C:23](=[O:57])[C@@H:24]([NH:32][C:33](=[O:56])[C@@H:34]([NH:38][C:39]([O:41][CH2:42][CH:43]2[C:55]3[CH:54]=[CH:53][CH:52]=[CH:51][C:50]=3[C:49]3[C:44]2=[CH:45][CH:46]=[CH:47][CH:48]=3)=[O:40])[CH:35]([CH3:37])[CH3:36])[CH2:25][CH2:26][CH2:27][NH:28][C:29]([NH2:31])=[O:30])=[CH:20][CH:21]=1. The yield is 1.00. (7) The reactants are P(Cl)(Cl)(Cl)=O.[ClH:6].[NH2:7][CH2:8][C:9]([NH:11][CH3:12])=O.[C:13](=[O:16])([O-])[O-].[Na+].[Na+].[C:19](=O)([O-])[O-].[K+].[K+]. The catalyst is O1CCOCC1.CN(C=O)C. The product is [Cl:6][C:9]1[N:11]([CH3:12])[CH:19]=[N:7][C:8]=1[CH:13]=[O:16]. The yield is 0.230.